From a dataset of Catalyst prediction with 721,799 reactions and 888 catalyst types from USPTO. Predict which catalyst facilitates the given reaction. (1) Reactant: CC[N:3](C(C)C)C(C)C.C1C=CC2N(O)N=NC=2C=1.[Cl:20][C:21]1[S:47][C:24]2[NH:25][C:26]([C:28]([NH:30][CH:31]3[CH2:40][C:39]4[C:34](=[CH:35]C=[CH:37][CH:38]=4)[N:33](CC(O)CO)[C:32]3=[O:46])=[O:29])=[CH:27][C:23]=2[CH:22]=1.NC1CC2C(=CN=CC=2)NC1=O.CCN=C=NCCCN(C)C. Product: [Cl:20][C:21]1[S:47][C:24]2[NH:25][C:26]([C:28]([NH:30][CH:31]3[CH2:40][C:39]4[C:34](=[CH:35][N:3]=[CH:37][CH:38]=4)[NH:33][C:32]3=[O:46])=[O:29])=[CH:27][C:23]=2[CH:22]=1. The catalyst class is: 2. (2) Reactant: CS(O[CH2:6][C:7]1[C:12]([C:13]([F:16])([F:15])[F:14])=[CH:11][C:10]([C:17](=[O:32])[NH:18][CH2:19][C:20]2[CH:25]=[C:24]([Cl:26])[CH:23]=[CH:22][C:21]=2[S:27]([CH2:30][CH3:31])(=[O:29])=[O:28])=[CH:9][C:8]=1[Cl:33])(=O)=O.[CH:34]12[CH2:47][CH:38]([N:39]1C(OC(C)(C)C)=O)[CH2:37][NH:36][CH2:35]2. Product: [Cl:33][C:8]1[CH:9]=[C:10]([CH:11]=[C:12]([C:13]([F:16])([F:15])[F:14])[C:7]=1[CH2:6][N:36]1[CH2:35][CH:34]2[CH2:47][CH:38]([NH:39]2)[CH2:37]1)[C:17]([NH:18][CH2:19][C:20]1[CH:25]=[C:24]([Cl:26])[CH:23]=[CH:22][C:21]=1[S:27]([CH2:30][CH3:31])(=[O:28])=[O:29])=[O:32]. The catalyst class is: 66.